From a dataset of CYP2C9 inhibition data for predicting drug metabolism from PubChem BioAssay. Regression/Classification. Given a drug SMILES string, predict its absorption, distribution, metabolism, or excretion properties. Task type varies by dataset: regression for continuous measurements (e.g., permeability, clearance, half-life) or binary classification for categorical outcomes (e.g., BBB penetration, CYP inhibition). Dataset: cyp2c9_veith. The compound is Cc1[nH]c(=O)c(C#N)c2c1CSC(C)(C)C2. The result is 0 (non-inhibitor).